Dataset: Full USPTO retrosynthesis dataset with 1.9M reactions from patents (1976-2016). Task: Predict the reactants needed to synthesize the given product. (1) Given the product [C:1]([NH:33][C:31](=[NH:32])[N:29]([CH2:28][C:26]([OH:27])=[O:25])[CH3:30])(=[O:23])[CH2:2][CH2:3][CH2:4][CH2:5][CH2:6][CH2:7][CH2:8][CH2:9][CH2:10][CH2:11][CH3:12], predict the reactants needed to synthesize it. The reactants are: [C:1](Cl)(=[O:23])[CH2:2][CH2:3][CH2:4][CH2:5][CH2:6][CH2:7][CH2:8][CH2:9][CH2:10][CH2:11][CH2:12]CCCCCCCCCC.[O:25]=[C:26]([CH2:28][N:29]([C:31](=[NH:33])[NH2:32])[CH3:30])[OH:27].N1C=CC=CC=1.C(=O)=O. (2) Given the product [OH:18][CH2:17][CH2:16][CH2:48][C:45]1[CH:46]=[CH:14][C:9]([C:21]2[CH:22]=[C:23]([OH:28])[CH:24]=[C:25]([C:9]3[CH:10]=[CH:11][C:12]([CH2:15][CH2:16][CH2:17][OH:18])=[CH:13][CH:14]=3)[CH:26]=2)=[CH:10][CH:47]=1, predict the reactants needed to synthesize it. The reactants are: CC1(C)C(C)(C)OB([C:9]2[CH:14]=[CH:13][C:12]([CH2:15][CH2:16][CH2:17][OH:18])=[CH:11][CH:10]=2)O1.Br[C:21]1[CH:22]=[C:23]([OH:28])[CH:24]=[C:25](Br)[CH:26]=1.[F-].[K+].F[B-](F)(F)F.[C:45]([PH+]([C:45]([CH3:48])([CH3:47])[CH3:46])[C:45]([CH3:48])([CH3:47])[CH3:46])([CH3:48])([CH3:47])[CH3:46].